Task: Binary Classification. Given a drug SMILES string, predict its activity (active/inactive) in a high-throughput screening assay against a specified biological target.. Dataset: HIV replication inhibition screening data with 41,000+ compounds from the AIDS Antiviral Screen (1) The compound is CCSc1ccc([N+](=O)[O-])c2c(SCC)c3ccccc3nc12. The result is 0 (inactive). (2) The molecule is Nc1nc(SC2CCCCC2)nc2c1ncn2C1OC(CO)C(O)C1O. The result is 0 (inactive). (3) The compound is CCCCCCCC(=O)OCC1OC(n2cc(F)c(=O)[nH]c2=O)C(NC(=O)OCc2ccccc2)C(OC(=O)CCCCCCC)C1O. The result is 0 (inactive). (4) The result is 0 (inactive). The drug is CCOC(=O)NN(C(=O)OCC)C(=C(C1=CCCCC1)N1CCOCC1)N(NC(=O)OCC)C(=O)OCC. (5) The molecule is CC(=O)C(=Cc1ccc(O)cc1)C(C)=O. The result is 0 (inactive). (6) The molecule is CC(=O)C(CN(C)Cc1ccccc1)C(c1ccccc1)c1c(O)c2ccccc2oc1=O.Cl. The result is 0 (inactive). (7) The drug is C(=Nc1cnc2ccccc2c1)c1ccc2ccccc2n1. The result is 0 (inactive). (8) The result is 0 (inactive). The drug is CN(C)c1ccc([N+]([O-])=Cc2cc(=O)c(OS(C)(=O)=O)co2)cc1.